From a dataset of Full USPTO retrosynthesis dataset with 1.9M reactions from patents (1976-2016). Predict the reactants needed to synthesize the given product. (1) Given the product [O:37]=[CH:36][C@@H:31]([C@H:32]([C@@H:33]([C@@H:42]([C:24]([OH:26])=[O:25])[OH:43])[OH:34])[OH:46])[OH:30], predict the reactants needed to synthesize it. The reactants are: CC1(C)OC(=S)NC2C=CC(C3N(C)C(C#N)=CC=3)=CC1=2.[H-].[Na+].[C:24](=[O:26])=[O:25].CC([O:30][C@@H:31]1[C@@H:36]([O:37]C(C)=O)[C@@H](Br)[O:34][C@H:33]([C:42](OC)=[O:43])[C@H:32]1[O:46]C(C)=O)=O. (2) Given the product [CH3:22][C:23]([CH3:27])([CH3:26])[C:24]#[C:25][C:2]1[CH:10]=[CH:9][C:5]([C:6]([OH:8])=[O:7])=[CH:4][C:3]=1[C:11]([F:14])([F:13])[F:12], predict the reactants needed to synthesize it. The reactants are: Br[C:2]1[CH:10]=[CH:9][C:5]([C:6]([OH:8])=[O:7])=[CH:4][C:3]=1[C:11]([F:14])([F:13])[F:12].C(NC(C)C)(C)C.[CH3:22][C:23]([CH3:27])([CH3:26])[C:24]#[CH:25].[OH-].[Na+]. (3) Given the product [CH3:32][NH:33][C:34]([C:36]1[CH:41]=[C:40]([O:29][C:27]2[CH:28]=[CH:54][C:53]([C:12]3[N:11]=[N:10][C:9]([NH:8][C:5]4[CH:4]=[CH:3][CH:2]=[CH:7][CH:6]=4)=[N:14][CH:13]=3)=[CH:43][CH:26]=2)[CH:39]=[CH:38][N:37]=1)=[O:35], predict the reactants needed to synthesize it. The reactants are: Cl[C:2]1[CH:7]=[CH:6][C:5]([NH:8][C:9]2[N:10]=[N:11][CH:12]=[C:13](C3C=CC(O)=CC=3)[N:14]=2)=[CH:4][C:3]=1C(F)(F)F.[CH3:26][C:27](C)([O-:29])[CH3:28].[K+].[CH3:32][NH:33][C:34]([C:36]1[CH:41]=[C:40](Cl)[CH:39]=[CH:38][N:37]=1)=[O:35].[C:43]([O-])([O-])=O.[K+].[K+].C(O[CH2:53][CH3:54])(=O)C. (4) Given the product [Cl:22][C:16]1[CH:17]=[C:18]([Cl:21])[CH:19]=[CH:20][C:15]=1[C:13]1[N:14]=[C:10](/[CH:9]=[CH:8]/[C:5]2[CH:6]=[CH:7][C:2]([C:34]3[CH:35]=[CH:36][C:31]([O:30][CH2:29][CH2:42][CH2:43][C:44]([OH:46])=[O:45])=[CH:32][CH:33]=3)=[CH:3][CH:4]=2)[N:11]([CH2:24][C:25]([F:28])([F:27])[F:26])[CH:12]=1, predict the reactants needed to synthesize it. The reactants are: Br[C:2]1[CH:7]=[CH:6][C:5](/[CH:8]=[CH:9]/[C:10]2[NH:11][CH:12]=[C:13]([C:15]3[CH:20]=[CH:19][C:18]([Cl:21])=[CH:17][C:16]=3[Cl:22])[N:14]=2)=[CH:4][CH:3]=1.I[CH2:24][C:25]([F:28])([F:27])[F:26].[CH3:29][O:30][C:31]1[CH:36]=[CH:35][C:34](B(O)O)=[CH:33][CH:32]=1.BrC[CH2:42][CH2:43][C:44]([O:46]C)=[O:45].